Task: Predict the reactants needed to synthesize the given product.. Dataset: Full USPTO retrosynthesis dataset with 1.9M reactions from patents (1976-2016) (1) Given the product [F:1][C:2]1[C:8]([Br:9])=[CH:7][CH:6]=[C:4]2[C:3]=1[CH:14]=[CH:13][CH:18]=[N:5]2.[F:1][C:2]1[CH:3]=[C:4]2[C:6]([CH:14]=[CH:13][CH:18]=[N:5]2)=[CH:7][C:8]=1[Br:9], predict the reactants needed to synthesize it. The reactants are: [F:1][C:2]1[CH:3]=[C:4]([CH:6]=[CH:7][C:8]=1[Br:9])[NH2:5].[N+]([C:13]1[CH:18]=CC=C[CH:14]=1)([O-])=O.S(=O)(=O)(O)O. (2) Given the product [Cl:1][C:2]1[CH:19]=[C:18]([S:20]([CH2:23][CH3:24])(=[O:21])=[O:22])[CH:17]=[CH:16][C:3]=1[O:4][C:5]1[CH:6]=[C:7]([CH2:12][C:13]([NH:31][S:28]([CH2:25][CH2:26][CH3:27])(=[O:30])=[O:29])=[O:15])[CH:8]=[C:9]([F:11])[CH:10]=1, predict the reactants needed to synthesize it. The reactants are: [Cl:1][C:2]1[CH:19]=[C:18]([S:20]([CH2:23][CH3:24])(=[O:22])=[O:21])[CH:17]=[CH:16][C:3]=1[O:4][C:5]1[CH:6]=[C:7]([CH2:12][C:13]([OH:15])=O)[CH:8]=[C:9]([F:11])[CH:10]=1.[CH2:25]([S:28]([NH2:31])(=[O:30])=[O:29])[CH2:26][CH3:27]. (3) Given the product [CH3:16][N:14]([CH3:15])[C:12]1[C:11]([C:17]([F:18])([F:19])[F:20])=[CH:10][C:9]2[NH:21][C:22](=[O:45])[CH2:23][C:24]([C:25]3[CH:30]=[CH:29][CH:28]=[C:27]([N:31]4[C:35]([CH2:36][OH:37])=[CH:34][N:33]=[N:32]4)[CH:26]=3)=[N:7][C:8]=2[CH:13]=1, predict the reactants needed to synthesize it. The reactants are: C(OC(=O)[NH:7][C:8]1[CH:13]=[C:12]([N:14]([CH3:16])[CH3:15])[C:11]([C:17]([F:20])([F:19])[F:18])=[CH:10][C:9]=1[NH:21][C:22](=[O:45])[CH2:23][C:24](=O)[C:25]1[CH:30]=[CH:29][CH:28]=[C:27]([N:31]2[C:35]([CH2:36][O:37]C3CCCCO3)=[CH:34][N:33]=[N:32]2)[CH:26]=1)(C)(C)C.C(O)(C(F)(F)F)=O. (4) Given the product [CH2:20]([C:6]1[C:7]([N+:11]([O-:13])=[O:12])=[CH:8][CH:9]=[CH:10][C:5]=1[OH:4])[CH:15]=[CH2:16], predict the reactants needed to synthesize it. The reactants are: C([O:4][C:5]1[CH:6]=[C:7]([N+:11]([O-:13])=[O:12])[CH:8]=[CH:9][CH:10]=1)C=C.Cl[C:15]1[CH:20]=CC=C(Cl)[CH:16]=1. (5) Given the product [C:1]([O:5][C:6](=[O:30])[NH:7][CH2:8][CH2:9][O:10][C:11]1[CH:16]=[CH:15][C:14]([C:17]2[CH:18]=[CH:19][C:20]3[N:21]([C:23]([C:39]4[CH:38]=[CH:37][C:36]([S:33]([CH2:31][CH3:32])(=[O:35])=[O:34])=[CH:41][CH:40]=4)=[C:24]([CH3:26])[N:25]=3)[N:22]=2)=[CH:13][C:12]=1[O:28][CH3:29])([CH3:4])([CH3:3])[CH3:2], predict the reactants needed to synthesize it. The reactants are: [C:1]([O:5][C:6](=[O:30])[NH:7][CH2:8][CH2:9][O:10][C:11]1[CH:16]=[CH:15][C:14]([C:17]2[CH:18]=[CH:19][C:20]3[N:21]([C:23](Br)=[C:24]([CH3:26])[N:25]=3)[N:22]=2)=[CH:13][C:12]=1[O:28][CH3:29])([CH3:4])([CH3:3])[CH3:2].[CH2:31]([S:33]([C:36]1[CH:41]=[CH:40][C:39](B(O)O)=[CH:38][CH:37]=1)(=[O:35])=[O:34])[CH3:32]. (6) Given the product [Cl:1][C:2]1[CH:3]=[CH:4][C:5]2[S:9][C:8](=[O:10])[N:7]([CH2:11][CH2:12][CH2:13][CH:14]3[O:18][N:17]=[C:16]([C:19]4[N:42]=[C:41]([CH:38]5[CH2:39][CH2:40][N:35]([C:33](=[O:34])[CH2:32][N:31]6[C:27]([CH3:26])=[CH:28][C:29]([C:44]([F:47])([F:46])[F:45])=[N:30]6)[CH2:36][CH2:37]5)[S:43][CH:20]=4)[CH2:15]3)[C:6]=2[CH:23]=1, predict the reactants needed to synthesize it. The reactants are: [Cl:1][C:2]1[CH:3]=[CH:4][C:5]2[S:9][C:8](=[O:10])[N:7]([CH2:11][CH2:12][CH2:13][CH:14]3[O:18][N:17]=[C:16]([C:19](=O)[CH2:20]Cl)[CH2:15]3)[C:6]=2[CH:23]=1.[Br-].[Na+].[CH3:26][C:27]1[N:31]([CH2:32][C:33]([N:35]2[CH2:40][CH2:39][CH:38]([C:41](=[S:43])[NH2:42])[CH2:37][CH2:36]2)=[O:34])[N:30]=[C:29]([C:44]([F:47])([F:46])[F:45])[CH:28]=1.C(#N)C. (7) The reactants are: [CH3:1][C:2]1[C:6]2[C:7](=[O:19])[N:8]([CH2:12][CH2:13][N:14]3[CH2:18][CH2:17][CH2:16][CH2:15]3)[CH2:9][CH2:10][CH2:11][C:5]=2[NH:4][C:3]=1[CH:20]=O.[Br:22][C:23]1[CH:31]=[CH:30][CH:29]=[C:28]2[C:24]=1[CH2:25][C:26](=[O:32])[NH:27]2. Given the product [Br:22][C:23]1[CH:31]=[CH:30][CH:29]=[C:28]2[C:24]=1/[C:25](=[CH:20]/[C:3]1[NH:4][C:5]3[CH2:11][CH2:10][CH2:9][N:8]([CH2:12][CH2:13][N:14]4[CH2:15][CH2:16][CH2:17][CH2:18]4)[C:7](=[O:19])[C:6]=3[C:2]=1[CH3:1])/[C:26](=[O:32])[NH:27]2, predict the reactants needed to synthesize it.